This data is from Full USPTO retrosynthesis dataset with 1.9M reactions from patents (1976-2016). The task is: Predict the reactants needed to synthesize the given product. (1) Given the product [NH:13]1[CH:14]=[CH:15][N:16]=[C:12]1[C:9]1[CH:8]=[CH:7][C:6]([CH2:5][CH2:4][NH2:1])=[CH:11][CH:10]=1, predict the reactants needed to synthesize it. The reactants are: [N:1]([CH2:4][CH2:5][C:6]1[CH:11]=[CH:10][C:9]([C:12]2[NH:13][CH:14]=[CH:15][N:16]=2)=[CH:8][CH:7]=1)=[N+]=[N-].[H][H]. (2) Given the product [OH:1][C@@H:2]([C:15]1[CH:16]=[CH:17][C:18]([C:21]2[N:25]=[C:24]([C:26]3[O:30][N:29]=[C:28]([C:31]4[CH:36]=[CH:35][CH:34]=[CH:33][CH:32]=4)[C:27]=3[C:37]([F:40])([F:39])[F:38])[O:23][N:22]=2)=[CH:19][CH:20]=1)[CH2:3][N:4]1[CH2:9][CH2:8][CH2:7][C@H:6]([C:10]([OH:12])=[O:11])[CH2:5]1, predict the reactants needed to synthesize it. The reactants are: [OH:1][C@@H:2]([C:15]1[CH:20]=[CH:19][C:18]([C:21]2[N:25]=[C:24]([C:26]3[O:30][N:29]=[C:28]([C:31]4[CH:36]=[CH:35][CH:34]=[CH:33][CH:32]=4)[C:27]=3[C:37]([F:40])([F:39])[F:38])[O:23][N:22]=2)=[CH:17][CH:16]=1)[CH2:3][N:4]1[CH2:9][CH2:8][CH2:7][C@H:6]([C:10]([O:12]CC)=[O:11])[CH2:5]1. (3) Given the product [Br:1][C:2]1[CH:3]=[C:4]2[C:10]([CH3:11])([CH3:12])[C:9](=[O:13])[NH:8][C:5]2=[N:6][CH:7]=1, predict the reactants needed to synthesize it. The reactants are: [Br:1][C:2]1[CH:3]=[C:4]2[C:10]([CH3:12])([CH3:11])[C:9](=[O:13])[N:8](COCC[Si](C)(C)C)[C:5]2=[N:6][CH:7]=1.FC(F)(F)C(O)=O. (4) Given the product [Cl:10][C:11]1[CH:16]=[CH:15][C:14]([NH:17][C:18]([NH:8][C:7]2[CH:6]=[CH:5][C:4]([OH:9])=[CH:3][C:2]=2[F:1])=[O:19])=[CH:13][C:12]=1[C:20]([F:21])([F:22])[F:23], predict the reactants needed to synthesize it. The reactants are: [F:1][C:2]1[CH:3]=[C:4]([OH:9])[CH:5]=[CH:6][C:7]=1[NH2:8].[Cl:10][C:11]1[CH:16]=[CH:15][C:14]([N:17]=[C:18]=[O:19])=[CH:13][C:12]=1[C:20]([F:23])([F:22])[F:21].O. (5) Given the product [C:53]([O:57][C:58]([NH:60][NH:61][C:12](=[O:14])[CH:11]([NH:10][C:7]1[CH:8]=[CH:9][C:4]([C:1](=[NH:3])[NH2:2])=[CH:5][CH:6]=1)[C:15]1[CH:20]=[CH:19][C:18]([O:21][CH2:22][CH2:23][O:24][CH3:25])=[C:17]([O:26][CH2:27][CH3:28])[CH:16]=1)=[O:59])([CH3:56])([CH3:55])[CH3:54], predict the reactants needed to synthesize it. The reactants are: [C:1]([C:4]1[CH:9]=[CH:8][C:7]([NH:10][CH:11]([C:15]2[CH:20]=[CH:19][C:18]([O:21][CH2:22][CH2:23][O:24][CH3:25])=[C:17]([O:26][CH2:27][CH3:28])[CH:16]=2)[C:12]([O-:14])=O)=[CH:6][CH:5]=1)(=[NH:3])[NH2:2].[Na+].Cl.C(N=C=NCCCN(C)C)C.O.ON1C2C=CC=CC=2N=N1.[C:53]([O:57][C:58]([NH:60][NH2:61])=[O:59])([CH3:56])([CH3:55])[CH3:54]. (6) Given the product [CH:1]1([CH:7]([C:9]2[C:13]([CH3:14])=[CH:12][N:11]([C:15]3[CH:20]=[CH:19][CH:18]=[C:17]([C:21]([F:24])([F:22])[F:23])[CH:16]=3)[CH:10]=2)[O:8][C:26]2[CH:35]=[CH:34][C:29]([C:30]([OH:32])=[O:31])=[CH:28][CH:27]=2)[CH2:6][CH2:5][CH2:4][CH2:3][CH2:2]1, predict the reactants needed to synthesize it. The reactants are: [CH:1]1([CH:7]([C:9]2[C:13]([CH3:14])=[CH:12][N:11]([C:15]3[CH:20]=[CH:19][CH:18]=[C:17]([C:21]([F:24])([F:23])[F:22])[CH:16]=3)[CH:10]=2)[OH:8])[CH2:6][CH2:5][CH2:4][CH2:3][CH2:2]1.O[C:26]1[CH:35]=[CH:34][C:29]([C:30]([O:32]C)=[O:31])=[CH:28][CH:27]=1.C(P(CCCC)CCCC)CCC.N(C([O-])=O)=NC([O-])=O. (7) Given the product [F:20][C:21]1[CH:26]=[CH:25][C:24]([C:2]2[CH:3]=[N:4][C:5]3[N:6]([CH:8]=[C:9]([CH2:11][O:12][C:13]4[CH:18]=[CH:17][N:16]=[C:15]([F:19])[CH:14]=4)[N:10]=3)[CH:7]=2)=[C:23]([OH:30])[CH:22]=1, predict the reactants needed to synthesize it. The reactants are: Br[C:2]1[CH:3]=[N:4][C:5]2[N:6]([CH:8]=[C:9]([CH2:11][O:12][C:13]3[CH:18]=[CH:17][N:16]=[C:15]([F:19])[CH:14]=3)[N:10]=2)[CH:7]=1.[F:20][C:21]1[CH:26]=[CH:25][C:24](B(O)O)=[C:23]([OH:30])[CH:22]=1. (8) Given the product [CH2:1]([C:4]1[CH:9]=[C:8]([CH2:20][CH2:21][CH2:19][CH2:17][CH2:15][CH2:14][CH2:13][CH2:12][CH3:11])[CH:7]=[CH:6][C:5]=1[OH:10])[CH2:2][CH3:3], predict the reactants needed to synthesize it. The reactants are: [CH2:1]([C:4]1[CH:9]=[CH:8][CH:7]=[CH:6][C:5]=1[OH:10])[CH2:2][CH3:3].[CH3:11][CH2:12][CH2:13][CH2:14][CH:15]([CH:17]([CH3:19])C)C.[CH3:20][CH2:21]CC(CC(C)C)C.CC(CC(C(C)C)C)C. (9) Given the product [F:1][C:2]1[CH:3]=[C:4]([CH:9]=[CH:10][C:11]=1[C:12]1[CH:13]=[N:14][C:15]([O:18][CH2:19][CH:20]2[CH2:25][CH2:24][N:23]([CH2:26][C:27]3([C:31]([F:32])([F:33])[F:34])[CH2:28][CH2:29][CH2:30]3)[CH2:22][CH2:21]2)=[CH:16][CH:17]=1)[C:5]([OH:7])=[O:6], predict the reactants needed to synthesize it. The reactants are: [F:1][C:2]1[CH:3]=[C:4]([CH:9]=[CH:10][C:11]=1[C:12]1[CH:13]=[N:14][C:15]([O:18][CH2:19][CH:20]2[CH2:25][CH2:24][N:23]([CH2:26][C:27]3([C:31]([F:34])([F:33])[F:32])[CH2:30][CH2:29][CH2:28]3)[CH2:22][CH2:21]2)=[CH:16][CH:17]=1)[C:5]([O:7]C)=[O:6].O[Li].O.